Dataset: Catalyst prediction with 721,799 reactions and 888 catalyst types from USPTO. Task: Predict which catalyst facilitates the given reaction. Reactant: [Br:1][C:2]1[CH:7]=[CH:6][C:5]([C:8](=[O:10])[CH3:9])=[C:4]([OH:11])[CH:3]=1.[H-].[Na+].Br[CH2:15][C:16]([O:18][CH3:19])=[O:17]. Product: [C:8]([C:5]1[CH:6]=[CH:7][C:2]([Br:1])=[CH:3][C:4]=1[O:11][CH2:15][C:16]([O:18][CH3:19])=[O:17])(=[O:10])[CH3:9]. The catalyst class is: 39.